Dataset: Retrosynthesis with 50K atom-mapped reactions and 10 reaction types from USPTO. Task: Predict the reactants needed to synthesize the given product. (1) Given the product c1ccc(-c2cn(-c3cccnc3)c(-c3ccc(-n4cnc5ccccc54)cc3)n2)nc1, predict the reactants needed to synthesize it. The reactants are: Ic1ccc(-c2nc(-c3ccccn3)cn2-c2cccnc2)cc1.c1ccc2[nH]cnc2c1. (2) Given the product CCCc1ccc(CNC(=O)[C@H]2CN(c3nc(C)c(C(=O)OC(C)(C)C)s3)CCN2)cc1, predict the reactants needed to synthesize it. The reactants are: CCCc1ccc(CNC(=O)[C@H]2CN(c3nc(C)c(C(=O)OC(C)(C)C)s3)CCN2C(=O)OCc2ccccc2)cc1. (3) Given the product CC(C)(C)OC(=O)NC(C)(C)c1ccc([N+](=O)[O-])cc1, predict the reactants needed to synthesize it. The reactants are: CC(C)(C)OC(=O)OC(=O)OC(C)(C)C.CC(C)(N)c1ccc([N+](=O)[O-])cc1. (4) Given the product OCc1ccc(-c2ccc3nnc(Cc4ccc5ncccc5c4)n3n2)cc1Cl, predict the reactants needed to synthesize it. The reactants are: CC1(C)OB(c2ccc(CO)c(Cl)c2)OC1(C)C.Clc1ccc2nnc(Cc3ccc4ncccc4c3)n2n1.